From a dataset of NCI-60 drug combinations with 297,098 pairs across 59 cell lines. Regression. Given two drug SMILES strings and cell line genomic features, predict the synergy score measuring deviation from expected non-interaction effect. (1) Drug 1: CCN(CC)CCNC(=O)C1=C(NC(=C1C)C=C2C3=C(C=CC(=C3)F)NC2=O)C. Drug 2: C1CC(=O)NC(=O)C1N2C(=O)C3=CC=CC=C3C2=O. Cell line: NCI-H226. Synergy scores: CSS=-5.96, Synergy_ZIP=2.81, Synergy_Bliss=0.370, Synergy_Loewe=-2.79, Synergy_HSA=-3.83. (2) Drug 1: C1CC(CCC1OC2=C(C(=CC=C2)Cl)F)(CC3=NC(=CC=C3)NC4=NC=CS4)C(=O)O. Drug 2: CN1C=C(C=N1)C2=C3N=C(C(=C(N3N=C2)N)Br)C4CCCNC4. Cell line: NCIH23. Synergy scores: CSS=71.2, Synergy_ZIP=0.258, Synergy_Bliss=-1.16, Synergy_Loewe=1.24, Synergy_HSA=6.15. (3) Drug 1: C1CCC(CC1)NC(=O)N(CCCl)N=O. Drug 2: CC(C)(C#N)C1=CC(=CC(=C1)CN2C=NC=N2)C(C)(C)C#N. Cell line: NCI/ADR-RES. Synergy scores: CSS=7.96, Synergy_ZIP=-5.01, Synergy_Bliss=-7.79, Synergy_Loewe=-7.12, Synergy_HSA=-8.11. (4) Drug 1: C1CCN(CC1)CCOC2=CC=C(C=C2)C(=O)C3=C(SC4=C3C=CC(=C4)O)C5=CC=C(C=C5)O. Drug 2: CC1=C(C(=CC=C1)Cl)NC(=O)C2=CN=C(S2)NC3=CC(=NC(=N3)C)N4CCN(CC4)CCO. Cell line: SNB-75. Synergy scores: CSS=14.0, Synergy_ZIP=-3.45, Synergy_Bliss=1.01, Synergy_Loewe=-21.3, Synergy_HSA=-0.0948. (5) Drug 1: C1=CC(=CC=C1CCC2=CNC3=C2C(=O)NC(=N3)N)C(=O)NC(CCC(=O)O)C(=O)O. Drug 2: CC1C(C(CC(O1)OC2CC(CC3=C2C(=C4C(=C3O)C(=O)C5=C(C4=O)C(=CC=C5)OC)O)(C(=O)C)O)N)O.Cl. Cell line: PC-3. Synergy scores: CSS=31.6, Synergy_ZIP=-4.95, Synergy_Bliss=-9.35, Synergy_Loewe=-7.39, Synergy_HSA=-6.16.